This data is from Full USPTO retrosynthesis dataset with 1.9M reactions from patents (1976-2016). The task is: Predict the reactants needed to synthesize the given product. (1) Given the product [C:12]([O-:14])(=[O:13])[CH3:11].[CH3:21][CH2:22][CH2:2][CH2:3][CH2:19][CH3:20].[F:1][C:2]1[CH:22]=[C:21]([F:23])[CH:20]=[CH:19][C:3]=1[CH2:4][N:5]1[C:9]([CH2:10][CH2:11][C:12]([NH:32][S:29]([CH2:24][CH2:25][CH2:26][CH2:27][CH3:28])(=[O:31])=[O:30])=[O:14])=[CH:8][C:7]([O:15][CH:16]([CH3:18])[CH3:17])=[N:6]1, predict the reactants needed to synthesize it. The reactants are: [F:1][C:2]1[CH:22]=[C:21]([F:23])[CH:20]=[CH:19][C:3]=1[CH2:4][N:5]1[C:9]([CH2:10][CH2:11][C:12]([OH:14])=[O:13])=[CH:8][C:7]([O:15][CH:16]([CH3:18])[CH3:17])=[N:6]1.[CH2:24]([S:29]([NH2:32])(=[O:31])=[O:30])[CH2:25][CH2:26][CH2:27][CH3:28].N12CCCN=C1CCCCC2. (2) Given the product [C:17]([C:19]1[N:23]([CH3:24])[C:22]([C:2]2[CH:7]=[CH:6][C:5]([S:8]([NH:11][CH2:12][CH:13]3[CH2:15][CH2:14]3)(=[O:10])=[O:9])=[C:4]([F:16])[CH:3]=2)=[CH:21][CH:20]=1)#[N:18], predict the reactants needed to synthesize it. The reactants are: Br[C:2]1[CH:7]=[CH:6][C:5]([S:8]([NH:11][CH2:12][CH:13]2[CH2:15][CH2:14]2)(=[O:10])=[O:9])=[C:4]([F:16])[CH:3]=1.[C:17]([C:19]1[N:23]([CH3:24])[C:22](B(O)O)=[CH:21][CH:20]=1)#[N:18].[F-].[K+].C(P(C(C)(C)C)C(C)(C)C)(C)(C)C. (3) Given the product [Br:1][C:2]1[CH:11]=[CH:10][CH:9]=[C:8]2[C:3]=1[CH:4]=[C:5]([CH3:31])[C:6]([C@H:20]([O:26][C:27]([CH3:30])([CH3:29])[CH3:28])[C:21]([O:23][CH2:24][CH3:25])=[O:22])=[C:7]2[OH:12], predict the reactants needed to synthesize it. The reactants are: [Br:1][C:2]1[CH:11]=[CH:10][CH:9]=[C:8]2[C:3]=1[CH:4]=[C:5]([CH3:31])[C:6]([C@H:20]([O:26][C:27]([CH3:30])([CH3:29])[CH3:28])[C:21]([O:23][CH2:24][CH3:25])=[O:22])=[C:7]2[O:12]S(C(F)(F)F)(=O)=O.C(O[C@@H](C1C(C)=CC2C(=CC=C(C)C=2)C=1OS(C(F)(F)F)(=O)=O)C(OCC)=O)(C)(C)C.BrC1C=CC=CC=1CC(=O)C.[F-].C([N+](CCCC)(CCCC)CCCC)CCC.C([O-])(O)=O.[Na+]. (4) Given the product [C:1]([O:4][C@H:5]([C:56]1[CH:61]=[CH:60][C:59]([F:62])=[CH:58][CH:57]=1)[CH2:6][CH2:7][C@H:8]1[C:11](=[O:12])[N:10]([C:13]2[CH:14]=[CH:15][C:16]([CH2:19][CH2:20][CH2:21][NH:22][S:23]([CH3:26])(=[O:24])=[O:25])=[CH:17][CH:18]=2)[C@@H:9]1[C:27]1[CH:32]=[CH:31][C:30]([C:33]2[CH:38]=[CH:37][C:36]([C:39]3([OH:47])[CH2:40][O:41][C:42]([CH3:45])([CH3:46])[O:43][CH2:44]3)=[CH:35][CH:34]=2)=[CH:29][C:28]=1[O:48][CH2:49][C:50]1[CH:51]=[CH:52][CH:53]=[CH:54][CH:55]=1)(=[O:3])[CH3:2], predict the reactants needed to synthesize it. The reactants are: [C:1]([O:4][C@H:5]([C:56]1[CH:61]=[CH:60][C:59]([F:62])=[CH:58][CH:57]=1)[CH2:6][CH2:7][C@H:8]1[C:11](=[O:12])[N:10]([C:13]2[CH:18]=[CH:17][C:16]([C:19]#[C:20][CH2:21][NH:22][S:23]([CH3:26])(=[O:25])=[O:24])=[CH:15][CH:14]=2)[C@@H:9]1[C:27]1[CH:32]=[CH:31][C:30]([C:33]2[CH:38]=[CH:37][C:36]([C:39]3([OH:47])[CH2:44][O:43][C:42]([CH3:46])([CH3:45])[O:41][CH2:40]3)=[CH:35][CH:34]=2)=[CH:29][C:28]=1[O:48][CH2:49][C:50]1[CH:55]=[CH:54][CH:53]=[CH:52][CH:51]=1)(=[O:3])[CH3:2]. (5) Given the product [Br:1][CH:27]1[CH2:28][CH2:29][C:30]2[NH:22][N:23]=[CH:24][C:25]=2[C:26]1=[O:31], predict the reactants needed to synthesize it. The reactants are: [Br-:1].[Br-].[Br-].[NH+]1C=CC=CC=1.[NH+]1C=CC=CC=1.[NH+]1C=CC=CC=1.[NH:22]1[C:30]2[CH2:29][CH2:28][CH2:27][C:26](=[O:31])[C:25]=2[CH:24]=[N:23]1. (6) Given the product [Br:1][C:2]1[CH:3]=[C:4]2[C:8](=[CH:9][CH:10]=1)[NH:7][N:6]=[C:5]2[I:13], predict the reactants needed to synthesize it. The reactants are: [Br:1][C:2]1[CH:3]=[C:4]2[C:8](=[CH:9][CH:10]=1)[NH:7][N:6]=[CH:5]2.[OH-].[K+].[I:13]I.[OH-].[NH4+].